From a dataset of Full USPTO retrosynthesis dataset with 1.9M reactions from patents (1976-2016). Predict the reactants needed to synthesize the given product. Given the product [Cl:1][C:2]1[N:3]=[CH:4][C:5]([CH2:6][OH:7])=[C:11]([NH:13][CH2:14][CH3:15])[CH:12]=1, predict the reactants needed to synthesize it. The reactants are: [Cl:1][C:2]1[CH:12]=[C:11]([NH:13][CH2:14][CH3:15])[C:5]([C:6](OCC)=[O:7])=[CH:4][N:3]=1.